From a dataset of Catalyst prediction with 721,799 reactions and 888 catalyst types from USPTO. Predict which catalyst facilitates the given reaction. (1) The catalyst class is: 1. Product: [I:9][CH2:3][CH2:2][CH2:1][C:4]1[S:5][CH:6]=[CH:7][CH:8]=1. Reactant: [CH2:1]([C:4]1[S:5][CH:6]=[CH:7][CH:8]=1)[CH:2]=[CH2:3].[I:9]N1C(=O)CCC1=O.C([O-])(O)=O.[Na+]. (2) Reactant: C(N(C(C)C)CC)(C)C.[Cl:10][C:11]1[C:12]([NH:17][C:18]2[S:19][C:20]([C:23]3[CH:24]=[N:25][CH:26]=[C:27]([CH:31]=3)[C:28]([OH:30])=O)=[CH:21][N:22]=2)=[N:13][CH:14]=[CH:15][CH:16]=1.[NH2:32][CH2:33][CH2:34][NH:35][C:36](=[O:42])[O:37][C:38]([CH3:41])([CH3:40])[CH3:39]. Product: [C:38]([O:37][C:36](=[O:42])[NH:35][CH2:34][CH2:33][NH:32][C:28]([C:27]1[CH:26]=[N:25][CH:24]=[C:23]([C:20]2[S:19][C:18]([NH:17][C:12]3[C:11]([Cl:10])=[CH:16][CH:15]=[CH:14][N:13]=3)=[N:22][CH:21]=2)[CH:31]=1)=[O:30])([CH3:41])([CH3:39])[CH3:40]. The catalyst class is: 3. (3) Reactant: [CH2:1]([O:3][C:4]([C:6]1[C:10]([CH3:11])=[CH:9][NH:8][C:7]=1[CH2:12][C:13](=O)[NH:14][CH2:15][CH2:16][N:17]([CH3:19])[CH3:18])=[O:5])[CH3:2].O.Cl.[OH-].[Na+]. Product: [CH2:1]([O:3][C:4]([C:6]1[C:10]([CH3:11])=[CH:9][NH:8][C:7]=1[CH2:12][CH2:13][NH:14][CH2:15][CH2:16][N:17]([CH3:19])[CH3:18])=[O:5])[CH3:2]. The catalyst class is: 7. (4) Reactant: Cl[CH2:2][CH2:3][CH2:4][S:5]([NH:8][CH2:9][C:10]1([C:28]2[CH:33]=[CH:32][CH:31]=[CH:30][CH:29]=2)[S:14][C:13]([NH:15][C:16](=[O:21])[C:17]([CH3:20])([CH3:19])[CH3:18])=[N:12][N:11]1[C:22](=[O:27])[C:23]([CH3:26])([CH3:25])[CH3:24])(=[O:7])=[O:6].[I-].[Na+].[N-:36]=[N+:37]=[N-:38].[Na+].O. Product: [N:36]([CH2:2][CH2:3][CH2:4][S:5]([NH:8][CH2:9][C:10]1([C:28]2[CH:33]=[CH:32][CH:31]=[CH:30][CH:29]=2)[S:14][C:13]([NH:15][C:16](=[O:21])[C:17]([CH3:20])([CH3:19])[CH3:18])=[N:12][N:11]1[C:22](=[O:27])[C:23]([CH3:26])([CH3:25])[CH3:24])(=[O:7])=[O:6])=[N+:37]=[N-:38]. The catalyst class is: 3. (5) Reactant: C[Al](C)C.[F:5][C:6]([F:10])([F:9])[CH2:7][NH2:8].C[O:12][C:13](=O)[C:14]1[CH:19]=[CH:18][C:17]([O:20][CH2:21][C:22]2[C:23]([C:28]3[CH:33]=[CH:32][C:31]([F:34])=[C:30]([F:35])[CH:29]=3)=[N:24][O:25][C:26]=2[CH3:27])=[N:16][CH:15]=1.O. Product: [F:35][C:30]1[CH:29]=[C:28]([C:23]2[C:22]([CH2:21][O:20][C:17]3[CH:18]=[CH:19][C:14]([C:13]([NH:8][CH2:7][C:6]([F:10])([F:9])[F:5])=[O:12])=[CH:15][N:16]=3)=[C:26]([CH3:27])[O:25][N:24]=2)[CH:33]=[CH:32][C:31]=1[F:34]. The catalyst class is: 12.